From a dataset of Forward reaction prediction with 1.9M reactions from USPTO patents (1976-2016). Predict the product of the given reaction. Given the reactants Br[C:2]1[C:10]2[NH:9][C:8]3[CH:11]4[CH2:17][CH2:16][N:14]([CH2:15][C:7]=3[C:6]=2[CH:5]=[CH:4][CH:3]=1)[CH2:13][CH2:12]4.[CH3:18][C:19]1[N:24]=[CH:23][C:22](B2OC(C)(C)C(C)(C)O2)=[CH:21][CH:20]=1, predict the reaction product. The product is: [CH3:18][C:19]1[N:24]=[CH:23][C:22]([C:2]2[C:10]3[NH:9][C:8]4[CH:11]5[CH2:17][CH2:16][N:14]([CH2:15][C:7]=4[C:6]=3[CH:5]=[CH:4][CH:3]=2)[CH2:13][CH2:12]5)=[CH:21][CH:20]=1.